This data is from Peptide-MHC class I binding affinity with 185,985 pairs from IEDB/IMGT. The task is: Regression. Given a peptide amino acid sequence and an MHC pseudo amino acid sequence, predict their binding affinity value. This is MHC class I binding data. The peptide sequence is FASGRKSITL. The MHC is HLA-B57:01 with pseudo-sequence HLA-B57:01. The binding affinity (normalized) is 0.193.